This data is from Full USPTO retrosynthesis dataset with 1.9M reactions from patents (1976-2016). The task is: Predict the reactants needed to synthesize the given product. (1) The reactants are: [F:1][C:2]1[CH:3]=[C:4]([NH:25][C:26]([C:28]2[S:29][CH:30]=[CH:31][CH:32]=2)=[NH:27])[CH:5]=[C:6]2[C:11]=1[N:10]([CH2:12][CH2:13][N:14](C)[C:15](=O)OC1C=CC=CC=1)[CH2:9][CH2:8][CH2:7]2.[OH-].[Na+]. Given the product [F:1][C:2]1[CH:3]=[C:4]([NH:25][C:26]([C:28]2[S:29][CH:30]=[CH:31][CH:32]=2)=[NH:27])[CH:5]=[C:6]2[C:11]=1[N:10]([CH2:12][CH2:13][NH:14][CH3:15])[CH2:9][CH2:8][CH2:7]2, predict the reactants needed to synthesize it. (2) Given the product [C:21]([O:25][C:26]([N:5]([CH2:6][C:7]1[CH:16]=[CH:15][C:10]([C:11]([O:13][CH3:14])=[O:12])=[CH:9][C:8]=1[C:17]([F:19])([F:18])[F:20])[CH2:4][CH2:3][O:2][CH3:1])=[O:27])([CH3:24])([CH3:23])[CH3:22], predict the reactants needed to synthesize it. The reactants are: [CH3:1][O:2][CH2:3][CH2:4][NH:5][CH2:6][C:7]1[CH:16]=[CH:15][C:10]([C:11]([O:13][CH3:14])=[O:12])=[CH:9][C:8]=1[C:17]([F:20])([F:19])[F:18].[C:21]([O:25][C:26](O[C:26]([O:25][C:21]([CH3:24])([CH3:23])[CH3:22])=[O:27])=[O:27])([CH3:24])([CH3:23])[CH3:22].C(N(CC)CC)C. (3) Given the product [Cl:1][C:2]1[CH:7]=[C:6]([Cl:8])[CH:5]=[CH:4][C:3]=1[S:9][C:10]1[CH:15]=[CH:14][C:13](/[CH:16]=[CH:17]/[C:18]([NH:20][CH2:21][CH2:22][CH2:23][N:24]2[CH2:28][CH2:27][CH2:26][C:25]2=[O:29])=[O:19])=[CH:12][C:11]=1[NH2:30], predict the reactants needed to synthesize it. The reactants are: [Cl:1][C:2]1[CH:7]=[C:6]([Cl:8])[CH:5]=[CH:4][C:3]=1[S:9][C:10]1[CH:15]=[CH:14][C:13](/[CH:16]=[CH:17]/[C:18]([NH:20][CH2:21][CH2:22][CH2:23][N:24]2[CH2:28][CH2:27][CH2:26][C:25]2=[O:29])=[O:19])=[CH:12][C:11]=1[N+:30]([O-])=O.Cl[Sn]Cl. (4) Given the product [F:1][C:2]([F:12])([F:11])[C:3]1[N:4]=[C:5]([C:8]([Cl:16])=[O:9])[S:6][CH:7]=1, predict the reactants needed to synthesize it. The reactants are: [F:1][C:2]([F:12])([F:11])[C:3]1[N:4]=[C:5]([C:8](O)=[O:9])[S:6][CH:7]=1.C(Cl)(=O)C([Cl:16])=O.